The task is: Predict the product of the given reaction.. This data is from Forward reaction prediction with 1.9M reactions from USPTO patents (1976-2016). (1) Given the reactants [CH:1]([C@@H:4]1[CH2:9][CH2:8][C@@H:7]([CH3:10])[CH2:6][C@H:5]1[CH:11]([OH:21])[CH2:12][CH2:13][CH2:14][C:15]1[CH:20]=[CH:19][CH:18]=[CH:17][N:16]=1)([CH3:3])[CH3:2].[Cr](O[Cr]([O-])(=O)=O)([O-])(=O)=O.[NH+]1C=CC=CC=1.[NH+]1C=CC=CC=1, predict the reaction product. The product is: [CH:1]([C@@H:4]1[CH2:9][CH2:8][C@@H:7]([CH3:10])[CH2:6][C@H:5]1[C:11](=[O:21])[CH2:12][CH2:13][CH2:14][C:15]1[CH:20]=[CH:19][CH:18]=[CH:17][N:16]=1)([CH3:2])[CH3:3]. (2) Given the reactants [C:1](=[S:3])=S.[O:4]1[CH:8]=[CH:7][C:6]([C:9]([NH:11][NH2:12])=[O:10])=[CH:5]1.[OH-].[K+].Cl, predict the reaction product. The product is: [O:4]1[CH:8]=[CH:7][C:6]([C:9]2[O:10][C:1]([SH:3])=[N:12][N:11]=2)=[CH:5]1. (3) Given the reactants [CH3:1][S:2]([NH:5][C:6]1[CH:21]=[CH:20][C:9]2[NH:10][C:11]([CH2:16][C:17](O)=[O:18])=[N:12][S:13](=[O:15])(=[O:14])[C:8]=2[CH:7]=1)(=[O:4])=[O:3].[F:22][C:23]1[CH:28]=[CH:27][C:26]([CH2:29][NH:30][C@H:31]2[CH:39]3[CH:34]4[CH2:35][CH:36]5[CH:38]3[CH:37]5[CH:33]4[C@H:32]2[C:40](OCC)=[O:41])=[CH:25][CH:24]=1.Cl.CN(C)CCCN=C=NCC.Cl.[O-]CC.[Na+], predict the reaction product. The product is: [F:22][C:23]1[CH:28]=[CH:27][C:26]([CH2:29][N:30]2[C:17](=[O:18])[C:16]([C:11]3[NH:10][C:9]4[CH:20]=[CH:21][C:6]([NH:5][S:2]([CH3:1])(=[O:4])=[O:3])=[CH:7][C:8]=4[S:13](=[O:14])(=[O:15])[N:12]=3)=[C:40]([OH:41])[C@H:32]3[C@@H:31]2[CH:39]2[CH:38]4[CH:37]5[CH:33]3[CH:34]2[CH2:35][CH:36]45)=[CH:25][CH:24]=1. (4) Given the reactants [CH:1]1[CH2:7][CH2:6][CH2:5][CH:4]=[CH:3][CH:2]=1.[Cl:8][SiH:9]([Cl:11])[Cl:10], predict the reaction product. The product is: [Cl:8][Si:9]([Cl:11])([Cl:10])[C:2]([CH2:3][CH2:4][CH2:5][CH:6]([Si:9]([Cl:11])([Cl:10])[Cl:8])[CH3:7])=[CH2:1]. (5) Given the reactants [F:1][C:2]1([F:13])[CH2:6][CH2:5][CH:4]([C:7](N(OC)C)=[O:8])[CH2:3]1.[CH3:14][Mg]Br.C(OCC)C, predict the reaction product. The product is: [F:1][C:2]1([F:13])[CH2:6][CH2:5][CH:4]([C:7](=[O:8])[CH3:14])[CH2:3]1. (6) Given the reactants [NH2:1][C:2]1[C:7]([C:8]([C:10]2[CH:15]=[C:14]([F:16])[CH:13]=[CH:12][C:11]=2[O:17][CH3:18])=[O:9])=[CH:6][CH:5]=[C:4](Cl)[N:3]=1.[NH2:20][CH:21]1[CH2:26][CH2:25][N:24]([CH2:27][C:28]2[CH:33]=[CH:32][CH:31]=[CH:30][CH:29]=2)[CH2:23][CH2:22]1, predict the reaction product. The product is: [NH2:1][C:2]1[C:7]([C:8]([C:10]2[CH:15]=[C:14]([F:16])[CH:13]=[CH:12][C:11]=2[O:17][CH3:18])=[O:9])=[CH:6][CH:5]=[C:4]([NH:20][CH:21]2[CH2:26][CH2:25][N:24]([CH2:27][C:28]3[CH:33]=[CH:32][CH:31]=[CH:30][CH:29]=3)[CH2:23][CH2:22]2)[N:3]=1.